From a dataset of Peptide-MHC class II binding affinity with 134,281 pairs from IEDB. Regression. Given a peptide amino acid sequence and an MHC pseudo amino acid sequence, predict their binding affinity value. This is MHC class II binding data. (1) The peptide sequence is TAKLRWFHERGYVKL. The MHC is DRB3_0101 with pseudo-sequence DRB3_0101. The binding affinity (normalized) is 0.642. (2) The binding affinity (normalized) is 0.476. The MHC is DRB3_0101 with pseudo-sequence DRB3_0101. The peptide sequence is EDMLEVWNRVWITNN. (3) The peptide sequence is GFPVRPQVPLRPMTYKGAFDL. The MHC is HLA-DPA10201-DPB10101 with pseudo-sequence HLA-DPA10201-DPB10101. The binding affinity (normalized) is 0.297.